This data is from Reaction yield outcomes from USPTO patents with 853,638 reactions. The task is: Predict the reaction yield, written as a fraction of the theoretical maximum amount of product (1.0 means a 100% yield; for example, 0.34 means a 34% yield). (1) The reactants are [C:1]1([C:15]([O-])=[C:11]([N+:12]([O-:14])=[O:13])[CH:10]=[C:6]([N+:7]([O-:9])=[O:8])[CH:5]=1)[N+:2]([O-:4])=[O:3].[NH4+].C(=O)([O-])[NH2:19].[NH4+].O. The catalyst is S1(CCCC1)(=O)=O. The product is [CH:5]1[C:1]([N+:2]([O-:4])=[O:3])=[C:15]([NH2:19])[C:11]([N+:12]([O-:14])=[O:13])=[CH:10][C:6]=1[N+:7]([O-:9])=[O:8]. The yield is 0.680. (2) The reactants are [CH3:1][O:2][C:3](=[O:33])[C@@H:4]([NH:7][C:8](=[O:32])[C:9]1[CH:14]=[CH:13][C:12]([C:15]#[C:16]/[CH:17]=[CH:18]/[C:19]2[CH:24]=[CH:23][C:22]([CH2:25][N:26]3[CH2:31][CH2:30][O:29][CH2:28][CH2:27]3)=[CH:21][CH:20]=2)=[CH:11][CH:10]=1)[CH2:5][NH2:6].Cl.[CH3:35][N:36]([CH2:38][C:39](Cl)=[O:40])[CH3:37].CCN(C(C)C)C(C)C. The catalyst is CN(C=O)C.C(Cl)(Cl)Cl. The product is [CH3:1][O:2][C:3](=[O:33])[C@@H:4]([NH:7][C:8](=[O:32])[C:9]1[CH:10]=[CH:11][C:12]([C:15]#[C:16]/[CH:17]=[CH:18]/[C:19]2[CH:24]=[CH:23][C:22]([CH2:25][N:26]3[CH2:27][CH2:28][O:29][CH2:30][CH2:31]3)=[CH:21][CH:20]=2)=[CH:13][CH:14]=1)[CH2:5][NH:6][C:39](=[O:40])[CH2:38][N:36]([CH3:37])[CH3:35]. The yield is 0.710.